From a dataset of Full USPTO retrosynthesis dataset with 1.9M reactions from patents (1976-2016). Predict the reactants needed to synthesize the given product. (1) Given the product [NH2:38][C:39]1[C:44]([S:45]([NH2:48])(=[O:46])=[O:47])=[CH:43][C:42]([C:9]2[CH:10]=[C:11]3[C:6](=[CH:7][CH:8]=2)[N:5]=[CH:4][CH:3]=[C:2]3[C:21]2[CH:26]=[CH:25][CH:24]=[C:23]([S:27]([NH2:30])(=[O:28])=[O:29])[CH:22]=2)=[CH:41][N:40]=1, predict the reactants needed to synthesize it. The reactants are: I[C:2]1[C:11]2[C:6](=[CH:7][CH:8]=[C:9](Br)[CH:10]=2)[N:5]=[CH:4][CH:3]=1.CC1(C)C(C)(C)OB([C:21]2[CH:22]=[C:23]([S:27]([NH2:30])(=[O:29])=[O:28])[CH:24]=[CH:25][CH:26]=2)O1.C(=O)([O-])[O-].[K+].[K+].[NH2:38][C:39]1[C:44]([S:45]([NH2:48])(=[O:47])=[O:46])=[CH:43][C:42](B2OC(C)(C)C(C)(C)O2)=[CH:41][N:40]=1. (2) Given the product [C:1]1([C:7]2[O:8][C:9]3[CH:15]=[C:14]([CH2:16][CH2:17][OH:18])[CH:13]=[CH:12][C:10]=3[N:11]=2)[CH:6]=[CH:5][CH:4]=[CH:3][CH:2]=1, predict the reactants needed to synthesize it. The reactants are: [C:1]1([C:7]2[O:8][C:9]3[CH:15]=[C:14]([CH2:16][C:17](OCC)=[O:18])[CH:13]=[CH:12][C:10]=3[N:11]=2)[CH:6]=[CH:5][CH:4]=[CH:3][CH:2]=1.[H-].[H-].[H-].[H-].[Li+].[Al+3].O.[OH-].[Na+]. (3) Given the product [ClH:43].[CH:2]1[C:14]2[NH:13][C:12]3[C:7](=[CH:8][CH:9]=[CH:10][CH:11]=3)[C:6]=2[CH:5]=[CH:4][C:3]=1[O:15][CH2:16][CH2:17][NH:18][CH2:19][CH:20]([C:22]1[CH:23]=[CH:24][C:25]([OH:32])=[C:26]([NH:28][C:29]([NH2:31])=[O:30])[CH:27]=1)[OH:21], predict the reactants needed to synthesize it. The reactants are: Cl.[CH:2]1[C:14]2[NH:13][C:12]3[C:7](=[CH:8][CH:9]=[CH:10][CH:11]=3)[C:6]=2[CH:5]=[CH:4][C:3]=1[O:15][CH2:16][CH2:17][NH:18][CH2:19][CH:20]([C:22]1[CH:23]=[CH:24][C:25]([O:32]CC2C=CC=CC=2)=[C:26]([NH:28][C:29]([NH2:31])=[O:30])[CH:27]=1)[OH:21].CO.C(Cl)(Cl)[Cl:43]. (4) The reactants are: [NH2:1][C:2]1[CH:3]=[CH:4][C:5]2[O:10][CH2:9][C@H:8]([CH2:11][O:12][S:13]([C:16]3[CH:21]=[CH:20][C:19]([CH3:22])=[CH:18][CH:17]=3)(=[O:15])=[O:14])[O:7][C:6]=2[C:23]=1[CH:24]=[N:25]O.[CH:27](OCC)(OCC)OCC. Given the product [O:7]1[C:6]2=[C:23]3[C:2](=[CH:3][CH:4]=[C:5]2[O:10][CH2:9][CH:8]1[CH2:11][O:12][S:13]([C:16]1[CH:17]=[CH:18][C:19]([CH3:22])=[CH:20][CH:21]=1)(=[O:14])=[O:15])[N:1]=[CH:27][N:25]=[CH:24]3, predict the reactants needed to synthesize it. (5) Given the product [C:20]([C:2]1[CH:7]=[C:6]([O:8][C:9]2[CH:10]=[CH:11][C:12]([NH:16][C:17](=[O:19])[CH3:18])=[N:13][C:14]=2[CH3:15])[CH:5]=[CH:4][N:3]=1)#[CH:21], predict the reactants needed to synthesize it. The reactants are: Cl[C:2]1[CH:7]=[C:6]([O:8][C:9]2[CH:10]=[CH:11][C:12]([NH:16][C:17](=[O:19])[CH3:18])=[N:13][C:14]=2[CH3:15])[CH:5]=[CH:4][N:3]=1.[CH3:20][CH2:21]OC(C)=O. (6) Given the product [Br:1][C:2]1[S:6][C:5]([C:7]2([C@H:9]3[CH2:14][CH2:13][C@H:12]([C:15]([O:17][CH2:18][CH3:19])=[O:16])[CH2:11][CH2:10]3)[CH2:8][O:28]2)=[N:4][CH:3]=1, predict the reactants needed to synthesize it. The reactants are: [Br:1][C:2]1[S:6][C:5]([C:7]([C@H:9]2[CH2:14][CH2:13][C@H:12]([C:15]([O:17][CH2:18][CH3:19])=[O:16])[CH2:11][CH2:10]2)=[CH2:8])=[N:4][CH:3]=1.ClC1C=CC=C(C(OO)=[O:28])C=1. (7) The reactants are: Br[C:2]1[CH:7]=[CH:6][C:5]([C@H:8]([NH:10][S:11]([CH3:14])(=[O:13])=[O:12])[CH3:9])=[CH:4][CH:3]=1.[CH:15]([O:17]CCCC)=[CH2:16].C(=O)([O-])[O-].[K+].[K+]. Given the product [C:15]([C:2]1[CH:7]=[CH:6][C:5]([C@H:8]([NH:10][S:11]([CH3:14])(=[O:13])=[O:12])[CH3:9])=[CH:4][CH:3]=1)(=[O:17])[CH3:16], predict the reactants needed to synthesize it. (8) Given the product [Cl:1][C:2]1[C:3](=[O:27])[N:4]([C:10]2[CH:15]=[C:14]([C:16]3[CH:21]=[CH:20][N:19]=[C:18]([C:22]([OH:25])([CH3:23])[CH3:24])[N:17]=3)[CH:13]=[CH:12][C:11]=2[CH3:26])[C:5]([CH3:9])=[N:6][C:7]=1[O:8][CH2:29][C:30]1[CH:35]=[CH:34][C:33]([F:36])=[C:32]([CH3:37])[C:31]=1[F:38], predict the reactants needed to synthesize it. The reactants are: [Cl:1][C:2]1[C:3](=[O:27])[N:4]([C:10]2[CH:15]=[C:14]([C:16]3[CH:21]=[CH:20][N:19]=[C:18]([C:22]([OH:25])([CH3:24])[CH3:23])[N:17]=3)[CH:13]=[CH:12][C:11]=2[CH3:26])[C:5]([CH3:9])=[N:6][C:7]=1[OH:8].Cl[CH2:29][C:30]1[CH:35]=[CH:34][C:33]([F:36])=[C:32]([CH3:37])[C:31]=1[F:38].C(=O)([O-])[O-].[K+].[K+].C1OCCOCCOCCOCCOCCOC1. (9) Given the product [Br:1][C:2]1[CH:3]=[C:4]([C:8]2[C:10]3[C:11](=[N:12][C:13]([Cl:16])=[N:14][CH:15]=3)[NH:19][N:18]=2)[CH:5]=[CH:6][CH:7]=1, predict the reactants needed to synthesize it. The reactants are: [Br:1][C:2]1[CH:3]=[C:4]([C:8]([C:10]2[C:11](Cl)=[N:12][C:13]([Cl:16])=[N:14][CH:15]=2)=O)[CH:5]=[CH:6][CH:7]=1.[NH2:18][NH2:19].